Dataset: Catalyst prediction with 721,799 reactions and 888 catalyst types from USPTO. Task: Predict which catalyst facilitates the given reaction. (1) The catalyst class is: 1. Reactant: [F:1][C:2]1[CH:11]=[C:6]([C:7]([O:9][CH3:10])=[O:8])[C:5]([OH:12])=[CH:4][CH:3]=1.[F:13][C:14]([F:25])([F:24])[C:15]1[CH:20]=[CH:19][C:18]([CH2:21][CH2:22]O)=[CH:17][CH:16]=1.C1(P(C2C=CC=CC=2)C2C=CC=CC=2)C=CC=CC=1.CCOC(/N=N/C(OCC)=O)=O. Product: [F:1][C:2]1[CH:3]=[CH:4][C:5]([O:12][CH2:22][CH2:21][C:18]2[CH:17]=[CH:16][C:15]([C:14]([F:13])([F:24])[F:25])=[CH:20][CH:19]=2)=[C:6]([CH:11]=1)[C:7]([O:9][CH3:10])=[O:8]. (2) Reactant: [CH2:1]([O:3][C:4]([C:6]1[C:7]([CH3:19])=[C:8]([C:12]([O:14]C(C)(C)C)=[O:13])[NH:9][C:10]=1[CH3:11])=[O:5])[CH3:2].FC(F)(F)C(O)=O. Product: [CH2:1]([O:3][C:4]([C:6]1[C:7]([CH3:19])=[C:8]([C:12]([OH:14])=[O:13])[NH:9][C:10]=1[CH3:11])=[O:5])[CH3:2]. The catalyst class is: 6. (3) Reactant: [Cl-].O[NH3+:3].[C:4](=[O:7])([O-])[OH:5].[Na+].CS(C)=O.[O:13]1[C:17]2[CH:18]=[CH:19][C:20]([N:22]3[C:27](=[O:28])[C:26]([CH2:29][C:30]4[CH:35]=[CH:34][C:33]([C:36]5[C:37]([C:42]#[N:43])=[CH:38][CH:39]=[CH:40][CH:41]=5)=[CH:32][CH:31]=4)=[C:25]([CH2:44][CH2:45][CH3:46])[N:24]=[C:23]3[CH3:47])=[CH:21][C:16]=2[CH2:15][CH2:14]1. Product: [O:13]1[C:17]2[CH:18]=[CH:19][C:20]([N:22]3[C:27](=[O:28])[C:26]([CH2:29][C:30]4[CH:35]=[CH:34][C:33]([C:36]5[CH:41]=[CH:40][CH:39]=[CH:38][C:37]=5[C:42]5[NH:3][C:4](=[O:7])[O:5][N:43]=5)=[CH:32][CH:31]=4)=[C:25]([CH2:44][CH2:45][CH3:46])[N:24]=[C:23]3[CH3:47])=[CH:21][C:16]=2[CH2:15][CH2:14]1. The catalyst class is: 69. (4) Reactant: [C:1]([O:5][C:6]([NH:8][C@H:9]1[CH2:13][CH2:12][CH2:11][C@H:10]1[NH:14][C:15]1[N:24]=[CH:23][C:22]2[C:17](=[CH:18][CH:19]=[C:20]([C:25]3[CH:33]=[CH:32][C:28]([C:29](O)=[O:30])=[CH:27][C:26]=3[O:34][CH3:35])[CH:21]=2)[N:16]=1)=[O:7])([CH3:4])([CH3:3])[CH3:2].[CH:36]1([NH2:39])[CH2:38][CH2:37]1.CN(C(ON1N=NC2C=CC=NC1=2)=[N+](C)C)C.F[P-](F)(F)(F)(F)F.CCN(C(C)C)C(C)C. Product: [CH:36]1([NH:39][C:29]([C:28]2[CH:32]=[CH:33][C:25]([C:20]3[CH:21]=[C:22]4[C:17](=[CH:18][CH:19]=3)[N:16]=[C:15]([NH:14][C@@H:10]3[CH2:11][CH2:12][CH2:13][C@@H:9]3[NH:8][C:6](=[O:7])[O:5][C:1]([CH3:3])([CH3:4])[CH3:2])[N:24]=[CH:23]4)=[C:26]([O:34][CH3:35])[CH:27]=2)=[O:30])[CH2:38][CH2:37]1. The catalyst class is: 4. (5) Reactant: [OH-:1].[K+].O[N:4]=[C:5]([O:7][CH2:8][CH3:9])[CH3:6].Cl[C:11]1[CH:16]=[CH:15][C:14]([N+:17]([O-:19])=[O:18])=[CH:13][CH:12]=1.O. Product: [N+:17]([C:14]1[CH:15]=[CH:16][C:11]([O:1][CH2:6][C:5](=[NH:4])[O:7][CH2:8][CH3:9])=[CH:12][CH:13]=1)([O-:19])=[O:18]. The catalyst class is: 9. (6) Reactant: P(Cl)(Cl)(Cl)=O.[F:6][C:7]1[CH:8]=[C:9]([C:14](=O)[CH3:15])[CH:10]=[CH:11][C:12]=1[F:13].[ClH:17].NO.C([O-])(O)=O.[Na+].C[N:26]([CH:28]=O)C. Product: [Cl:17]/[C:14](/[C:9]1[CH:10]=[CH:11][C:12]([F:13])=[C:7]([F:6])[CH:8]=1)=[CH:15]\[C:28]#[N:26]. The catalyst class is: 25.